This data is from Full USPTO retrosynthesis dataset with 1.9M reactions from patents (1976-2016). The task is: Predict the reactants needed to synthesize the given product. Given the product [CH3:27][O:26][C:23]1[CH:24]=[CH:25][C:20]([CH2:19][O:18][C:17]2[CH:16]=[CH:15][C:12]([CH:13]=[O:14])=[CH:11][C:10]=2[O:9][CH2:1][C:2]2[CH:7]=[CH:6][CH:5]=[CH:4][CH:3]=2)=[CH:21][CH:22]=1, predict the reactants needed to synthesize it. The reactants are: [CH2:1](Br)[C:2]1[CH:7]=[CH:6][CH:5]=[CH:4][CH:3]=1.[OH:9][C:10]1[CH:11]=[C:12]([CH:15]=[CH:16][C:17]=1[O:18][CH2:19][C:20]1[CH:25]=[CH:24][C:23]([O:26][CH3:27])=[CH:22][CH:21]=1)[CH:13]=[O:14].C(=O)([O-])[O-].[Cs+].[Cs+].